From a dataset of hERG potassium channel inhibition data for cardiac toxicity prediction from Karim et al.. Regression/Classification. Given a drug SMILES string, predict its toxicity properties. Task type varies by dataset: regression for continuous values (e.g., LD50, hERG inhibition percentage) or binary classification for toxic/non-toxic outcomes (e.g., AMES mutagenicity, cardiotoxicity, hepatotoxicity). Dataset: herg_karim. (1) The compound is C[C@H]([C@H](O)c1ccc2c(c1)COC(=O)N2)N1CCC(O)(c2ccc(F)cc2)CC1. The result is 1 (blocker). (2) The drug is Cn1cc(C(=O)NC[C@@H](O)CN2CCC(Oc3ccc(Cl)c(Cl)c3)CC2)c(C(F)(F)F)cc1=O. The result is 0 (non-blocker).